This data is from Peptide-MHC class I binding affinity with 185,985 pairs from IEDB/IMGT. The task is: Regression. Given a peptide amino acid sequence and an MHC pseudo amino acid sequence, predict their binding affinity value. This is MHC class I binding data. The peptide sequence is NLNELVKHGL. The MHC is HLA-A02:01 with pseudo-sequence HLA-A02:01. The binding affinity (normalized) is 0.109.